From a dataset of Catalyst prediction with 721,799 reactions and 888 catalyst types from USPTO. Predict which catalyst facilitates the given reaction. (1) Reactant: [N:1]1([C:7](=[O:24])[CH2:8][CH:9]([CH2:13][S:14]([CH2:17][C:18]2[CH:23]=[CH:22][CH:21]=[CH:20][CH:19]=2)(=[O:16])=[O:15])[C:10]([OH:12])=O)[CH2:6][CH2:5][O:4][CH2:3][CH2:2]1.Cl.[NH2:26][CH:27]([CH2:37][CH2:38][CH3:39])[CH:28]([C:30]1[O:31][C:32]([CH2:35][CH3:36])=[N:33][N:34]=1)[OH:29].C1C=CC2N(O)N=NC=2C=1.C(Cl)CCl.CN1CCOCC1.CC(OI1(OC(C)=O)(OC(C)=O)OC(=O)C2C=CC=CC1=2)=O.[O-]S([O-])(=S)=O.[Na+].[Na+].C([O-])(O)=O.[Na+]. Product: [CH2:35]([C:32]1[O:31][C:30]([C:28]([CH:27]([NH:26][C:10](=[O:12])[CH:9]([CH2:13][S:14]([CH2:17][C:18]2[CH:23]=[CH:22][CH:21]=[CH:20][CH:19]=2)(=[O:16])=[O:15])[CH2:8][C:7]([N:1]2[CH2:2][CH2:3][O:4][CH2:5][CH2:6]2)=[O:24])[CH2:37][CH2:38][CH3:39])=[O:29])=[N:34][N:33]=1)[CH3:36]. The catalyst class is: 2. (2) Reactant: [CH3:1]C(C)([O-])C.[K+].C(O)(C)(C)C.[F:12][C:13]1[CH:18]=[CH:17][C:16]([CH2:19][C:20]#[N:21])=[CH:15][CH:14]=1.IC. Product: [F:12][C:13]1[CH:18]=[CH:17][C:16]([CH:19]([CH3:1])[C:20]#[N:21])=[CH:15][CH:14]=1. The catalyst class is: 1. (3) Reactant: [C:1]([N:5]1[C:10](=[O:11])[C:9](Cl)=[C:8]([Cl:13])[CH:7]=[N:6]1)([CH3:4])([CH3:3])[CH3:2].[C:14]1([Mg]Cl)[CH:19]=[CH:18][CH:17]=[CH:16][CH:15]=1. Product: [C:1]([N:5]1[C:10](=[O:11])[C:9]([C:14]2[CH:19]=[CH:18][CH:17]=[CH:16][CH:15]=2)=[C:8]([Cl:13])[CH:7]=[N:6]1)([CH3:4])([CH3:3])[CH3:2]. The catalyst class is: 1. (4) Reactant: O[C:2]1[C:11]2[C:6](=[N:7][CH:8]=[CH:9][CH:10]=2)[N:5]([C:12]2[CH:17]=[CH:16][CH:15]=[C:14]([O:18][C:19]([F:22])([F:21])[F:20])[CH:13]=2)[C:4](=[O:23])[C:3]=1[C:24](=O)[CH2:25][C:26]1[CH:31]=[CH:30][CH:29]=[C:28](OC(F)(F)F)[CH:27]=1.[OH2:38].[NH2:39][NH2:40].C(=O)([O-])O.[Na+]. Product: [F:20][C:19]([F:22])([F:21])[O:38][C:28]1[CH:27]=[C:26]([CH:31]=[CH:30][CH:29]=1)[CH2:25][C:24]1[C:3]2[C:4](=[O:23])[N:5]([C:12]3[CH:17]=[CH:16][CH:15]=[C:14]([O:18][C:19]([F:22])([F:21])[F:20])[CH:13]=3)[C:6]3[N:7]=[CH:8][CH:9]=[CH:10][C:11]=3[C:2]=2[NH:40][N:39]=1. The catalyst class is: 3. (5) Reactant: [CH2:1]([C:5]1([CH2:29][CH2:30][CH2:31][CH3:32])[NH:11][CH:10]([C:12]2[CH:17]=[CH:16][C:15]([O:18]C)=[CH:14][CH:13]=2)[C:9]2[CH:20]=[C:21]([N:24]([CH3:26])[CH3:25])[CH:22]=[CH:23][C:8]=2[S:7](=[O:28])(=[O:27])[CH2:6]1)[CH2:2][CH2:3][CH3:4].B(Br)(Br)Br. Product: [CH2:1]([C:5]1([CH2:29][CH2:30][CH2:31][CH3:32])[NH:11][CH:10]([C:12]2[CH:13]=[CH:14][C:15]([OH:18])=[CH:16][CH:17]=2)[C:9]2[CH:20]=[C:21]([N:24]([CH3:26])[CH3:25])[CH:22]=[CH:23][C:8]=2[S:7](=[O:27])(=[O:28])[CH2:6]1)[CH2:2][CH2:3][CH3:4]. The catalyst class is: 2. (6) Reactant: [CH2:1]([C@H:8]([NH:39][C:40](=[O:70])[C@H:41]([CH2:47][C:48]([NH:50]C(C1C=CC=CC=1)(C1C=CC=CC=1)C1C=CC=CC=1)=[O:49])[NH:42][C:43]([O:45][CH3:46])=[O:44])[C@@H:9]([OH:38])[CH2:10][C@@H:11]([NH:25][C:26](=[O:37])[C@H:27]([C:33]([CH3:36])([CH3:35])[CH3:34])[NH:28][C:29]([O:31][CH3:32])=[O:30])[CH2:12][C:13]1[CH:18]=[CH:17][C:16]([C:19]2[CH:24]=[CH:23][CH:22]=[CH:21][N:20]=2)=[CH:15][CH:14]=1)[C:2]1[CH:7]=[CH:6][CH:5]=[CH:4][CH:3]=1.FC(F)(F)C(O)=O. Product: [CH3:46][O:45][C:43](=[O:44])[NH:42][C@@H:41]([CH2:47][C:48]([NH2:50])=[O:49])[C:40](=[O:70])[NH:39][C@@H:8]([CH2:1][C:2]1[CH:7]=[CH:6][CH:5]=[CH:4][CH:3]=1)[C@@H:9]([OH:38])[CH2:10][C@H:11]([CH2:12][C:13]1[CH:14]=[CH:15][C:16]([C:19]2[CH:24]=[CH:23][CH:22]=[CH:21][N:20]=2)=[CH:17][CH:18]=1)[NH:25][C:26](=[O:37])[C@H:27]([C:33]([CH3:36])([CH3:35])[CH3:34])[NH:28][C:29](=[O:30])[O:31][CH3:32]. The catalyst class is: 4. (7) Reactant: [OH-].[Na+].C[O:4][C:5](=[O:22])[C:6]1[CH:11]=[CH:10][C:9]([CH2:12][NH:13][C:14]([O:16][C:17]([CH3:20])([CH3:19])[CH3:18])=[O:15])=[C:8]([Br:21])[CH:7]=1. Product: [Br:21][C:8]1[CH:7]=[C:6]([CH:11]=[CH:10][C:9]=1[CH2:12][NH:13][C:14]([O:16][C:17]([CH3:20])([CH3:19])[CH3:18])=[O:15])[C:5]([OH:22])=[O:4]. The catalyst class is: 72.